This data is from Forward reaction prediction with 1.9M reactions from USPTO patents (1976-2016). The task is: Predict the product of the given reaction. (1) Given the reactants [C:1]([C:3]1[CH:29]=[CH:28][C:6]([CH2:7][O:8][C:9]2[C:10]([CH2:26]O)=[C:11]([CH2:16][NH:17][C:18]3[CH:25]=[CH:24][C:21]([C:22]#[N:23])=[CH:20][CH:19]=3)[CH:12]=[N:13][C:14]=2[CH3:15])=[CH:5][CH:4]=1)#[N:2].C(N(S(F)(F)[F:36])CC)C.C(=O)(O)[O-].[Na+], predict the reaction product. The product is: [C:1]([C:3]1[CH:29]=[CH:28][C:6]([CH2:7][O:8][C:9]2[C:10]([CH2:26][F:36])=[C:11]([CH2:16][NH:17][C:18]3[CH:25]=[CH:24][C:21]([C:22]#[N:23])=[CH:20][CH:19]=3)[CH:12]=[N:13][C:14]=2[CH3:15])=[CH:5][CH:4]=1)#[N:2]. (2) Given the reactants [CH3:1][C:2]1[CH:10]=[CH:9][C:8]2[NH:7][C:6]3[CH:11]4[CH2:17][N:15]([CH2:16][C:5]=3[C:4]=2[CH:3]=1)[CH2:14][CH2:13][CH2:12]4.[Na].[CH3:19][C:20]1[CH:25]=[CH:24][C:23]([CH:26]=[CH2:27])=[CH:22][N:21]=1.C1(C=CC(O)=CC=1)O, predict the reaction product. The product is: [CH3:1][C:2]1[CH:10]=[CH:9][C:8]2[N:7]([CH2:27][CH2:26][C:23]3[CH:22]=[N:21][C:20]([CH3:19])=[CH:25][CH:24]=3)[C:6]3[CH:11]4[CH2:17][N:15]([CH2:16][C:5]=3[C:4]=2[CH:3]=1)[CH2:14][CH2:13][CH2:12]4. (3) Given the reactants Br[C:2]1[C:3]([CH3:10])=[C:4]([CH:7]=[CH:8][CH:9]=1)[CH:5]=O.[CH2:11]1[CH:15]2[CH2:16][NH:17][CH2:18][CH:14]2[CH2:13][N:12]1[C:19]([O:21]C(C)(C)C)=[O:20].[NH:26]1[CH2:31][CH2:30][CH2:29][CH2:28][CH2:27]1.[CH2:32]1[C:37](=[O:38])[N:36](OC(O[N:36]2[C:37](=[O:38])[CH2:32][CH2:33][C:34]2=[O:35])=O)[C:34](=[O:35])[CH2:33]1, predict the reaction product. The product is: [CH3:10][C:3]1[C:2]([N:26]2[CH2:31][CH2:30][CH2:29][CH2:28][CH2:27]2)=[CH:9][CH:8]=[CH:7][C:4]=1[CH2:5][N:17]1[CH2:18][CH:14]2[CH2:13][N:12]([C:19]([O:21][N:36]3[C:37](=[O:38])[CH2:32][CH2:33][C:34]3=[O:35])=[O:20])[CH2:11][CH:15]2[CH2:16]1. (4) Given the reactants N[C:2]1[CH:3]=[C:4]([C:11]2[C:19]3[NH:18][C:17](=[O:20])[NH:16][C:15]=3[CH:14]=[C:13]([C:21]3[C:22]([CH3:27])=[N:23][O:24][C:25]=3[CH3:26])[CH:12]=2)[C:5]([CH:8]2[CH2:10][CH2:9]2)=[N:6][CH:7]=1.Cl.N([O-])=O.[Na+].C([O-])(O)=O.[Na+].[Cu][C:39]#[N:40].[C-]#N.[Na+], predict the reaction product. The product is: [CH:8]1([C:5]2[C:4]([C:11]3[C:19]4[NH:18][C:17](=[O:20])[NH:16][C:15]=4[CH:14]=[C:13]([C:21]4[C:22]([CH3:27])=[N:23][O:24][C:25]=4[CH3:26])[CH:12]=3)=[CH:3][C:2]([C:39]#[N:40])=[CH:7][N:6]=2)[CH2:10][CH2:9]1. (5) Given the reactants [O:1]1[CH:3]([CH2:4][CH2:5][CH2:6][CH2:7][CH2:8][CH3:9])[CH2:2]1, predict the reaction product. The product is: [CH3:2][CH:3]([OH:1])[CH2:4][CH2:5][CH2:6][CH2:7][CH2:8][CH3:9]. (6) Given the reactants [O:1]=[C:2]1[NH:6][C:5]2([CH2:10][CH2:9][CH2:8][CH2:7]2)[N:4]=[C:3]1[C:11]1[CH:18]=[CH:17][C:14]([C:15]#[N:16])=[CH:13][CH:12]=1.[H-].[Na+].Br[CH2:22][C:23]([C:25]1[CH:30]=[CH:29][C:28]([Cl:31])=[C:27]([C:32]([F:35])([F:34])[F:33])[CH:26]=1)=[O:24].O, predict the reaction product. The product is: [Cl:31][C:28]1[CH:29]=[CH:30][C:25]([C:23](=[O:24])[CH2:22][N:6]2[C:5]3([CH2:7][CH2:8][CH2:9][CH2:10]3)[N:4]=[C:3]([C:11]3[CH:12]=[CH:13][C:14]([C:15]#[N:16])=[CH:17][CH:18]=3)[C:2]2=[O:1])=[CH:26][C:27]=1[C:32]([F:33])([F:34])[F:35].